Dataset: Full USPTO retrosynthesis dataset with 1.9M reactions from patents (1976-2016). Task: Predict the reactants needed to synthesize the given product. (1) The reactants are: [ClH:1].Cl.[NH2:3][CH:4]1[CH2:9][CH2:8][N:7]([CH2:10][C@H:11]2[N:21]3[C:22]4[N:13]([C:14](=[O:24])[CH:15]=[CH:16][C:17]=4[CH:18]=[CH:19][C:20]3=[O:23])[CH2:12]2)[CH2:6][CH2:5]1.C(N(CC)CC)C.[CH:32]1[C:41]2[CH2:40][CH2:39][CH2:38][CH2:37][C:36]=2[CH:35]=[C:34]([CH:42]=O)[N:33]=1.[BH-](OC(C)=O)(OC(C)=O)OC(C)=O.[Na+].C([O-])(O)=O.[Na+]. Given the product [ClH:1].[CH:32]1[C:41]2[CH2:40][CH2:39][CH2:38][CH2:37][C:36]=2[CH:35]=[C:34]([CH2:42][NH:3][CH:4]2[CH2:5][CH2:6][N:7]([CH2:10][C@H:11]3[N:21]4[C:22]5[N:13]([C:14](=[O:24])[CH:15]=[CH:16][C:17]=5[CH:18]=[CH:19][C:20]4=[O:23])[CH2:12]3)[CH2:8][CH2:9]2)[N:33]=1, predict the reactants needed to synthesize it. (2) Given the product [CH:1]1([S:4][C:5]2[CH:10]=[CH:9][C:8](/[C:11](/[C:28]3[CH:33]=[CH:32][C:31]([C:40]#[C:39][CH2:38][N:36]([CH3:37])[CH3:35])=[CH:30][CH:29]=3)=[CH:12]/[CH2:13][O:14][C:15]3[CH:26]=[CH:25][C:18]([O:19][CH2:20][C:21]([O:23][CH3:24])=[O:22])=[C:17]([CH3:27])[CH:16]=3)=[CH:7][CH:6]=2)[CH2:3][CH2:2]1, predict the reactants needed to synthesize it. The reactants are: [CH:1]1([S:4][C:5]2[CH:10]=[CH:9][C:8](/[C:11](/[C:28]3[CH:33]=[CH:32][C:31](I)=[CH:30][CH:29]=3)=[CH:12]/[CH2:13][O:14][C:15]3[CH:26]=[CH:25][C:18]([O:19][CH2:20][C:21]([O:23][CH3:24])=[O:22])=[C:17]([CH3:27])[CH:16]=3)=[CH:7][CH:6]=2)[CH2:3][CH2:2]1.[CH3:35][N:36]([CH2:38][C:39]#[CH:40])[CH3:37].C(NC(C)C)(C)C. (3) The reactants are: [NH2:1][C:2]1[N:7]=[CH:6][C:5]([CH:8]2[CH2:12][CH2:11][S:10](=[O:14])(=[O:13])[CH2:9]2)=[CH:4][CH:3]=1.C1C(=O)N([Br:22])C(=O)C1. Given the product [NH2:1][C:2]1[N:7]=[CH:6][C:5]([CH:8]2[CH2:12][CH2:11][S:10](=[O:14])(=[O:13])[CH2:9]2)=[CH:4][C:3]=1[Br:22], predict the reactants needed to synthesize it. (4) Given the product [CH3:12][N:11]([CH2:13][C:14]1[NH:18][C:17]2[CH:19]=[CH:20][CH:21]=[C:22]([N:23]3[CH2:24][CH2:25][NH:26][CH2:27][CH2:28]3)[C:16]=2[N:15]=1)[CH:4]1[C:5]2=[N:6][CH:7]=[CH:8][CH:9]=[C:10]2[O:1][CH2:2][CH2:3]1, predict the reactants needed to synthesize it. The reactants are: [O:1]1[C:10]2[C:5](=[N:6][CH:7]=[CH:8][CH:9]=2)[CH:4]([N:11]([CH2:13][C:14]2[NH:18][C:17]3[CH:19]=[CH:20][CH:21]=[C:22]([N:23]4[CH2:28][CH2:27][N:26](C(OC(C)(C)C)=O)[CH2:25][CH2:24]4)[C:16]=3[N:15]=2)[CH3:12])[CH2:3][CH2:2]1.FC(F)(F)C(O)=O. (5) Given the product [C:23]([O:22][C:20](=[O:21])[C:19]([CH3:28])([S:1][C:2]1[CH:3]=[CH:4][C:5]([C:6]([O:8][CH3:9])=[O:7])=[CH:10][CH:11]=1)[CH3:27])([CH3:26])([CH3:25])[CH3:24], predict the reactants needed to synthesize it. The reactants are: [SH:1][C:2]1[CH:11]=[CH:10][C:5]([C:6]([O:8][CH3:9])=[O:7])=[CH:4][CH:3]=1.C(=O)([O-])[O-].[K+].[K+].Br[C:19]([CH3:28])([CH3:27])[C:20]([O:22][C:23]([CH3:26])([CH3:25])[CH3:24])=[O:21]. (6) Given the product [S:30]1[CH2:3][CH:2]1[CH:4]([CH3:27])[CH2:5][S:6]([C:9]1[CH:26]=[CH:25][C:12]([O:13][C:14]2[CH:19]=[CH:18][C:17]([CH2:20][C:21]([O:23][CH3:24])=[O:22])=[CH:16][CH:15]=2)=[CH:11][CH:10]=1)(=[O:8])=[O:7], predict the reactants needed to synthesize it. The reactants are: O1[CH2:3][CH:2]1[CH:4]([CH3:27])[CH2:5][S:6]([C:9]1[CH:26]=[CH:25][C:12]([O:13][C:14]2[CH:19]=[CH:18][C:17]([CH2:20][C:21]([O:23][CH3:24])=[O:22])=[CH:16][CH:15]=2)=[CH:11][CH:10]=1)(=[O:8])=[O:7].NC(N)=[S:30]. (7) Given the product [Cl:27][C:18]1[CH:17]=[C:16]([O:8][C:3]2[CH:4]=[CH:5][CH:6]=[CH:7][C:2]=2[Cl:1])[C:21]([C:22]([O:24][CH2:25][CH3:26])=[O:23])=[CH:20][N:19]=1, predict the reactants needed to synthesize it. The reactants are: [Cl:1][C:2]1[CH:7]=[CH:6][CH:5]=[CH:4][C:3]=1[OH:8].C(=O)([O-])[O-].[K+].[K+].Cl[C:16]1[C:21]([C:22]([O:24][CH2:25][CH3:26])=[O:23])=[CH:20][N:19]=[C:18]([Cl:27])[CH:17]=1.O. (8) Given the product [CH3:23][O:22][C:20]1[C:19]([N:24]2[CH:28]=[C:27]([CH3:29])[N:26]=[CH:25]2)=[CH:18][N:17]=[C:16](/[CH:14]=[CH:36]/[C:37]([O:39][CH2:7][CH3:9])=[O:38])[CH:21]=1, predict the reactants needed to synthesize it. The reactants are: CC(C[AlH]C[CH:7]([CH3:9])C)C.C(N(C(C)C)[C:14]([C:16]1[CH:21]=[C:20]([O:22][CH3:23])[C:19]([N:24]2[CH:28]=[C:27]([CH3:29])[N:26]=[CH:25]2)=[CH:18][N:17]=1)=O)(C)C.[Cl-].[NH4+].[C@H:36](O)([C:37]([O-:39])=[O:38])[C@@H:36](O)[C:37]([O-:39])=[O:38].[Na+].[K+].